From a dataset of Full USPTO retrosynthesis dataset with 1.9M reactions from patents (1976-2016). Predict the reactants needed to synthesize the given product. (1) Given the product [Cl:1][C:2]1[CH:3]=[CH:4][C:5]([O:17][CH2:18][CH:19]([CH3:21])[CH3:20])=[C:6]([NH:8][C:9]2[S:10][CH:11]=[C:12]([C:14]#[N:16])[N:13]=2)[CH:7]=1, predict the reactants needed to synthesize it. The reactants are: [Cl:1][C:2]1[CH:3]=[CH:4][C:5]([O:17][CH2:18][CH:19]([CH3:21])[CH3:20])=[C:6]([NH:8][C:9]2[S:10][CH:11]=[C:12]([C:14]([NH2:16])=O)[N:13]=2)[CH:7]=1.P(Cl)(Cl)(Cl)=O. (2) Given the product [CH2:56]([S:59][CH2:14][C:5]1[C:4]2[C:9](=[CH:10][CH:11]=[C:2]([C:19]3[CH:20]=[CH:21][CH:22]=[CH:23][C:18]=3[N+:15]([O-:17])=[O:16])[CH:3]=2)[NH:8][C:7]([CH3:13])([CH3:12])[CH:6]=1)[CH:57]=[CH2:58], predict the reactants needed to synthesize it. The reactants are: Br[C:2]1[CH:3]=[C:4]2[C:9](=[CH:10][CH:11]=1)[NH:8][C:7]([CH3:13])([CH3:12])[CH:6]=[C:5]2[CH3:14].[N+:15]([C:18]1[CH:23]=[CH:22][CH:21]=[CH:20][C:19]=1B(O)O)([O-:17])=[O:16].CC1(C)C=C(C)C2C(=CC=C(OS(C(F)(F)F)(=O)=O)C=2)N1.C1C(=O)N(Br)C(=O)C1.[CH2:56]([SH:59])[CH:57]=[CH2:58]. (3) Given the product [N:26]1([C:24]([CH:7]([NH:6][C:4](=[O:5])[CH2:3][NH:2][S:38]([C:35]2[CH:36]=[CH:37][C:32]([CH3:42])=[CH:33][CH:34]=2)(=[O:40])=[O:39])[CH2:8][NH:9][C:10]([CH:12]2[CH2:17][CH2:16][N:15]([C:18]3[CH:23]=[CH:22][N:21]=[CH:20][CH:19]=3)[CH2:14][CH2:13]2)=[O:11])=[O:25])[CH2:27][CH2:28][CH2:29][CH2:30][CH2:31]1, predict the reactants needed to synthesize it. The reactants are: Cl.[NH2:2][CH2:3][C:4]([NH:6][CH:7]([C:24]([N:26]1[CH2:31][CH2:30][CH2:29][CH2:28][CH2:27]1)=[O:25])[CH2:8][NH:9][C:10]([CH:12]1[CH2:17][CH2:16][N:15]([C:18]2[CH:23]=[CH:22][N:21]=[CH:20][CH:19]=2)[CH2:14][CH2:13]1)=[O:11])=[O:5].[C:32]1([CH3:42])[CH:37]=[CH:36][C:35]([S:38](Cl)(=[O:40])=[O:39])=[CH:34][CH:33]=1. (4) Given the product [C:10]1([S:7]([NH2:6])(=[O:9])=[O:8])[CH:15]=[CH:14][CH:13]=[CH:12][CH:11]=1, predict the reactants needed to synthesize it. The reactants are: COC1C=C(OC)C=CC=1C[N:6](C1SN=CN=1)[S:7]([C:10]1[CH:15]=[C:14](F)[C:13](OC[C@H]2[C@H](C3C=CC(F)=CC=3)CC(=O)N(CC3C=CC(OC)=CC=3)C2)=[CH:12][C:11]=1F)(=[O:9])=[O:8].C1(OC)C=CC=CC=1.FC(F)(F)C(O)=O. (5) The reactants are: C1(N2C(C3C=CC(OCC4C=CC=CC=4)=CC=3)=CC(/C=C/C(O)=O)=N2)CCCCC1.[CH2:31]([O:38][C:39]1[CH:44]=[CH:43][C:42]([C:45]2[N:49]([CH:50]3[CH2:55][CH2:54][CH2:53][CH2:52][CH2:51]3)[N:48]=[C:47](/[CH:56]=[CH:57]/[C:58]([O:60]C)=[O:59])[C:46]=2[Br:62])=[CH:41][CH:40]=1)[C:32]1[CH:37]=[CH:36][CH:35]=[CH:34][CH:33]=1. Given the product [CH2:31]([O:38][C:39]1[CH:40]=[CH:41][C:42]([C:45]2[N:49]([CH:50]3[CH2:55][CH2:54][CH2:53][CH2:52][CH2:51]3)[N:48]=[C:47](/[CH:56]=[CH:57]/[C:58]([OH:60])=[O:59])[C:46]=2[Br:62])=[CH:43][CH:44]=1)[C:32]1[CH:33]=[CH:34][CH:35]=[CH:36][CH:37]=1, predict the reactants needed to synthesize it. (6) Given the product [NH2:8][CH2:9][C@H:10]1[CH2:15][CH2:14][C@H:13]([NH:16][C:17]2[S:18][CH:19]=[C:20]([C:22]3[CH:27]=[CH:26][CH:25]=[CH:24][N:23]=3)[N:21]=2)[CH2:12][CH2:11]1, predict the reactants needed to synthesize it. The reactants are: C(OC([NH:8][CH2:9][C@H:10]1[CH2:15][CH2:14][C@H:13]([NH:16][C:17]2[S:18][CH:19]=[C:20]([C:22]3[CH:27]=[CH:26][CH:25]=[CH:24][N:23]=3)[N:21]=2)[CH2:12][CH2:11]1)=O)(C)(C)C.Cl. (7) Given the product [ClH:30].[ClH:30].[Cl:30][C:27]1[CH:28]=[CH:29][C:24]2[N:23]([CH2:31][C:32]([CH3:34])([CH3:33])[CH3:35])[C:22](=[O:36])[C@@H:21]([CH2:37][C:38](=[O:39])[N:60]3[CH2:65][CH2:64][NH:63][CH2:62][CH2:61]3)[O:20][C@H:19]([C:15]3[CH:16]=[CH:17][CH:18]=[C:13]([O:12][CH2:11][CH2:10][CH2:9][NH:8][CH2:43][CH2:44][CH2:45][C:46]4[CH:51]=[CH:50][CH:49]=[CH:48][C:47]=4[Cl:52])[C:14]=3[O:41][CH3:42])[C:25]=2[CH:26]=1, predict the reactants needed to synthesize it. The reactants are: C(OC([N:8]([CH2:43][CH2:44][CH2:45][C:46]1[CH:51]=[CH:50][CH:49]=[CH:48][C:47]=1[Cl:52])[CH2:9][CH2:10][CH2:11][O:12][C:13]1[C:14]([O:41][CH3:42])=[C:15]([C@@H:19]2[C:25]3[CH:26]=[C:27]([Cl:30])[CH:28]=[CH:29][C:24]=3[N:23]([CH2:31][C:32]([CH3:35])([CH3:34])[CH3:33])[C:22](=[O:36])[C@@H:21]([CH2:37][C:38](O)=[O:39])[O:20]2)[CH:16]=[CH:17][CH:18]=1)=O)(C)(C)C.C(OC([N:60]1[CH2:65][CH2:64][NH:63][CH2:62][CH2:61]1)=O)(C)(C)C.